Task: Regression. Given two drug SMILES strings and cell line genomic features, predict the synergy score measuring deviation from expected non-interaction effect.. Dataset: NCI-60 drug combinations with 297,098 pairs across 59 cell lines (1) Drug 1: CC1=CC2C(CCC3(C2CCC3(C(=O)C)OC(=O)C)C)C4(C1=CC(=O)CC4)C. Drug 2: C1=NC2=C(N=C(N=C2N1C3C(C(C(O3)CO)O)F)Cl)N. Cell line: A549. Synergy scores: CSS=9.81, Synergy_ZIP=-3.97, Synergy_Bliss=-6.13, Synergy_Loewe=-39.0, Synergy_HSA=-4.72. (2) Drug 1: CN(C)C1=NC(=NC(=N1)N(C)C)N(C)C. Drug 2: CCC1(CC2CC(C3=C(CCN(C2)C1)C4=CC=CC=C4N3)(C5=C(C=C6C(=C5)C78CCN9C7C(C=CC9)(C(C(C8N6C)(C(=O)OC)O)OC(=O)C)CC)OC)C(=O)OC)O.OS(=O)(=O)O. Cell line: HOP-62. Synergy scores: CSS=11.3, Synergy_ZIP=-5.80, Synergy_Bliss=-4.53, Synergy_Loewe=-36.7, Synergy_HSA=-8.77. (3) Drug 1: CN1C2=C(C=C(C=C2)N(CCCl)CCCl)N=C1CCCC(=O)O.Cl. Drug 2: C#CCC(CC1=CN=C2C(=N1)C(=NC(=N2)N)N)C3=CC=C(C=C3)C(=O)NC(CCC(=O)O)C(=O)O. Cell line: EKVX. Synergy scores: CSS=0.454, Synergy_ZIP=2.72, Synergy_Bliss=3.48, Synergy_Loewe=1.72, Synergy_HSA=1.03.